From a dataset of Experimentally validated miRNA-target interactions with 360,000+ pairs, plus equal number of negative samples. Binary Classification. Given a miRNA mature sequence and a target amino acid sequence, predict their likelihood of interaction. (1) The miRNA is hsa-miR-328-5p with sequence GGGGGGGCAGGAGGGGCUCAGGG. The protein sequence of the target gene is MASPAASSVRPPRPKKEPQTLVIPKNAAEEQKLKLERLMKNPDKAVPIPEKMSEWAPRPPPEFVRDVMGSSAGAGSGEFHVYRHLRRREYQRQDYMDAMAEKQKLDAEFQKRLEKNKIAAEEQTAKRRKKRQKLKEKKLLAKKMKLEQKKQEGPGQPKEQGSSSSAEASGTEEEEEVPSFTMGR. Result: 0 (no interaction). (2) The miRNA is hsa-miR-670-5p with sequence GUCCCUGAGUGUAUGUGGUG. The protein sequence of the target gene is MSGIKRTIKETDPDYEDVSVALPNKRHKAIESSARDAAVQKIETIIKEQFALEMKNKEHEIDVIDQRLIEARRMMDKLRACIVANYYASAGLLKVSEGLKTFDPMAFNHPAIKKFLESPSRSSSPTNQRSETPSANHSESDSLSQHNDFLSDKDNNSNVDVEERPPSTGEQRPSRKAGRDTSSISGSHKRELRNADLTGDETSRLFVKKTIVVGNVSKYIPPDKREENDQSTHKWMVYVRGSRREPSINHFVKKVWFFLHPSYKPNDLVEVREPPFHLTRRGWGEFPVRVQVHFKDSQNK.... Result: 0 (no interaction).